From a dataset of Forward reaction prediction with 1.9M reactions from USPTO patents (1976-2016). Predict the product of the given reaction. (1) Given the reactants [CH3:1][O:2][C:3]1[C:8]([C:9]2[CH2:13][CH2:12][CH2:11][C:10]=2B(O)O)=[CH:7][CH:6]=[CH:5][N:4]=1.Br[C:18]1[N:23]=[C:22]([C:24]([O:26][CH2:27][CH3:28])=[O:25])[CH:21]=[CH:20][CH:19]=1.C(=O)([O-])[O-].[K+].[K+].C(OCC)C, predict the reaction product. The product is: [CH3:1][O:2][C:3]1[C:8]([C:9]2[CH2:13][CH2:12][CH2:11][C:10]=2[C:18]2[N:23]=[C:22]([C:24]([O:26][CH2:27][CH3:28])=[O:25])[CH:21]=[CH:20][CH:19]=2)=[CH:7][CH:6]=[CH:5][N:4]=1. (2) Given the reactants [Br:1][C:2]1[CH:7]=[C:6]([O:8][C:9]2[CH:14]=[CH:13][CH:12]=[CH:11][CH:10]=2)[CH:5]=[CH:4][C:3]=1[CH:15]1[CH2:17][O:16]1.[NH:18]1[CH:22]=[CH:21][N:20]=[N:19]1.C(=O)([O-])[O-].[K+].[K+].Cl, predict the reaction product. The product is: [Br:1][C:2]1[CH:7]=[C:6]([O:8][C:9]2[CH:14]=[CH:13][CH:12]=[CH:11][CH:10]=2)[CH:5]=[CH:4][C:3]=1[CH:15]([OH:16])[CH2:17][N:18]1[CH:22]=[CH:21][N:20]=[N:19]1. (3) Given the reactants [CH2:1]([C@@](C(O)=O)(CO)N)[C:2]1[CH:7]=[CH:6][CH:5]=[CH:4][CH:3]=1.C(N(CC)CC)C.Cl.C(=N)(OCC)C1C=CC=CC=1.Cl.[C:35]([O:39][C:40](=[O:45])[C@H:41]([CH2:43][OH:44])[NH2:42])([CH3:38])([CH3:37])[CH3:36], predict the reaction product. The product is: [C:35]([O:39][C:40]([CH:41]1[CH2:43][O:44][C:1]([C:2]2[CH:3]=[CH:4][CH:5]=[CH:6][CH:7]=2)=[N:42]1)=[O:45])([CH3:38])([CH3:37])[CH3:36]. (4) Given the reactants [N+:1]([C:4]1[CH:5]=[C:6]([C:15]2[CH:20]=[CH:19][C:18]([C:21]([F:24])([F:23])[F:22])=[CH:17][CH:16]=2)[CH:7]=[C:8]2[C:13]=1[NH:12][C:11](=[O:14])[CH2:10][CH2:9]2)([O-])=O.[H][H], predict the reaction product. The product is: [NH2:1][C:4]1[CH:5]=[C:6]([C:15]2[CH:20]=[CH:19][C:18]([C:21]([F:24])([F:22])[F:23])=[CH:17][CH:16]=2)[CH:7]=[C:8]2[C:13]=1[NH:12][C:11](=[O:14])[CH2:10][CH2:9]2.